Dataset: Reaction yield outcomes from USPTO patents with 853,638 reactions. Task: Predict the reaction yield, written as a fraction of the theoretical maximum amount of product (1.0 means a 100% yield; for example, 0.34 means a 34% yield). (1) The reactants are [C:1]1([CH2:7][C:8]([CH2:16][C:17]2[CH:22]=[CH:21][CH:20]=[CH:19][CH:18]=2)([CH:10]2[CH2:15][NH:14][CH2:13][CH2:12][NH:11]2)[OH:9])[CH:6]=[CH:5][CH:4]=[CH:3][CH:2]=1.[C:23](=[O:26])([O-:25])O.[Na+].[C:28](O[C:28]([O:30][C:31]([CH3:34])([CH3:33])[CH3:32])=[O:29])([O:30][C:31]([CH3:34])([CH3:33])[CH3:32])=[O:29]. The catalyst is O1CCCC1. The product is [CH3:2][C:1]([O:25][C:23]([N:11]1[CH2:12][CH2:13][N:14]([C:28]([O:30][C:31]([CH3:34])([CH3:33])[CH3:32])=[O:29])[CH2:15][CH:10]1[C:8]([OH:9])([CH2:16][C:17]1[CH:22]=[CH:21][CH:20]=[CH:19][CH:18]=1)[CH2:7][C:1]1[CH:2]=[CH:3][CH:4]=[CH:5][CH:6]=1)=[O:26])([CH3:7])[CH3:6]. The yield is 0.900. (2) The reactants are [F:1][C:2]1[CH:7]=[CH:6][C:5]([CH:8](O)[CH3:9])=[CH:4][CH:3]=1.P(Br)(Br)[Br:12].O. The catalyst is ClCCl. The product is [Br:12][CH:8]([C:5]1[CH:6]=[CH:7][C:2]([F:1])=[CH:3][CH:4]=1)[CH3:9]. The yield is 0.830. (3) The reactants are CNCCNC.Br[C:8]1[CH:9]=[N:10][CH:11]=[CH:12][CH:13]=1.[Cl:14][C:15]1[C:19]([NH:20][C:21](=[O:23])[CH3:22])=[CH:18][NH:17][N:16]=1.C(=O)([O-])[O-].[K+].[K+]. The catalyst is [Cu]I.CN(C=O)C. The product is [Cl:14][C:15]1[C:19]([NH:20][C:21](=[O:23])[CH3:22])=[CH:18][N:17]([C:8]2[CH:9]=[N:10][CH:11]=[CH:12][CH:13]=2)[N:16]=1. The yield is 0.740. (4) The reactants are [Br:1][C:2]1[CH:3]=[C:4]2[C:10]([C:11]3[CH:16]=[CH:15][CH:14]=[CH:13][C:12]=3[O:17][CH3:18])=[CH:9][NH:8][C:5]2=[N:6][CH:7]=1.[H-].[Na+].[CH3:21][O:22][CH2:23][CH2:24][O:25][CH2:26]Cl. The catalyst is C1COCC1.[I-].C([N+](CCCC)(CCCC)CCCC)CCC. The product is [Br:1][C:2]1[CH:3]=[C:4]2[C:10]([C:11]3[CH:16]=[CH:15][CH:14]=[CH:13][C:12]=3[O:17][CH3:18])=[CH:9][N:8]([CH2:21][O:22][CH2:23][CH2:24][O:25][CH3:26])[C:5]2=[N:6][CH:7]=1. The yield is 0.950.